Dataset: Full USPTO retrosynthesis dataset with 1.9M reactions from patents (1976-2016). Task: Predict the reactants needed to synthesize the given product. (1) The reactants are: [NH2:1][CH2:2][C:3]1[C:4]([NH:13][CH2:14][CH3:15])=[N:5][C:6]([C:9]([F:12])([F:11])[F:10])=[CH:7][CH:8]=1.[F:16][C:17]1[CH:18]=[C:19]([CH:29]([CH3:33])[C:30](O)=[O:31])[CH:20]=[CH:21][C:22]=1[CH2:23][NH:24][S:25]([CH3:28])(=[O:27])=[O:26].ON1C2C=CC=CC=2N=N1.F[B-](F)(F)F.N1(OC(N(C)C)=[N+](C)C)C2C=CC=CC=2N=N1.C(N(C(C)C)C(C)C)C. Given the product [CH2:14]([NH:13][C:4]1[C:3]([CH2:2][NH:1][C:30](=[O:31])[CH:29]([C:19]2[CH:20]=[CH:21][C:22]([CH2:23][NH:24][S:25]([CH3:28])(=[O:26])=[O:27])=[C:17]([F:16])[CH:18]=2)[CH3:33])=[CH:8][CH:7]=[C:6]([C:9]([F:10])([F:11])[F:12])[N:5]=1)[CH3:15], predict the reactants needed to synthesize it. (2) Given the product [CH3:1][O:2][C:3]([C:5]1[CH:14]=[CH:13][C:12]2[C:7](=[CH:8][CH:9]=[C:10]([N:22]3[CH2:27][CH2:26][CH2:25][CH2:24][CH2:23]3)[CH:11]=2)[CH:6]=1)=[O:4], predict the reactants needed to synthesize it. The reactants are: [CH3:1][O:2][C:3]([C:5]1[CH:14]=[CH:13][C:12]2[C:7](=[CH:8][CH:9]=[C:10](Br)[CH:11]=2)[CH:6]=1)=[O:4].C(=O)([O-])[O-].[Cs+].[Cs+].[NH:22]1[CH2:27][CH2:26][CH2:25][CH2:24][CH2:23]1.C([O-])(O)=O.[Na+].